From a dataset of NCI-60 drug combinations with 297,098 pairs across 59 cell lines. Regression. Given two drug SMILES strings and cell line genomic features, predict the synergy score measuring deviation from expected non-interaction effect. (1) Synergy scores: CSS=33.8, Synergy_ZIP=0.259, Synergy_Bliss=0.919, Synergy_Loewe=-1.91, Synergy_HSA=2.11. Drug 1: C1=CC(=C2C(=C1NCCNCCO)C(=O)C3=C(C=CC(=C3C2=O)O)O)NCCNCCO. Drug 2: CC1=C(N=C(N=C1N)C(CC(=O)N)NCC(C(=O)N)N)C(=O)NC(C(C2=CN=CN2)OC3C(C(C(C(O3)CO)O)O)OC4C(C(C(C(O4)CO)O)OC(=O)N)O)C(=O)NC(C)C(C(C)C(=O)NC(C(C)O)C(=O)NCCC5=NC(=CS5)C6=NC(=CS6)C(=O)NCCC[S+](C)C)O. Cell line: TK-10. (2) Drug 1: COC1=C2C(=CC3=C1OC=C3)C=CC(=O)O2. Drug 2: C1CCC(C(C1)N)N.C(=O)(C(=O)[O-])[O-].[Pt+4]. Cell line: SK-MEL-2. Synergy scores: CSS=27.3, Synergy_ZIP=1.98, Synergy_Bliss=-6.51, Synergy_Loewe=-4.49, Synergy_HSA=-6.06. (3) Drug 1: C1CCC(C1)C(CC#N)N2C=C(C=N2)C3=C4C=CNC4=NC=N3. Drug 2: C1=NNC2=C1C(=O)NC=N2. Cell line: HCC-2998. Synergy scores: CSS=-7.48, Synergy_ZIP=2.13, Synergy_Bliss=-6.65, Synergy_Loewe=-11.7, Synergy_HSA=-12.1.